From a dataset of Reaction yield outcomes from USPTO patents with 853,638 reactions. Predict the reaction yield, written as a fraction of the theoretical maximum amount of product (1.0 means a 100% yield; for example, 0.34 means a 34% yield). (1) The reactants are [CH3:1][CH2:2][CH:3]([O:6][C@H:7]1[C@H:12]([NH:13][C:14]([CH3:16])=[O:15])[C@@H:11]([NH2:17])[CH2:10][C:9]([C:18]([O:20][CH2:21][CH3:22])=[O:19])=[CH:8]1)[CH2:4][CH3:5].OP(O)(O)=O.C(N(CC)CC)C.[C:35](=O)([O:41]C(C)(C)C)[O:36][C:37]([CH3:40])([CH3:39])[CH3:38]. The catalyst is CO. The product is [C:14]([NH:13][C@@H:12]1[C@@H:11]([NH:17][C:35]([O:36][C:37]([CH3:40])([CH3:39])[CH3:38])=[O:41])[CH2:10][C:9]([C:18]([O:20][CH2:21][CH3:22])=[O:19])=[CH:8][C@H:7]1[O:6][CH:3]([CH2:2][CH3:1])[CH2:4][CH3:5])(=[O:15])[CH3:16]. The yield is 0.860. (2) The product is [C:9]1([C:1]2[CH:6]=[CH:5][C:4]3[NH:7][C:19]([NH2:18])=[N:8][C:3]=3[CH:2]=2)[CH:14]=[CH:13][CH:12]=[CH:11][CH:10]=1. The yield is 0.710. The reactants are [C:1]1([C:9]2[CH:14]=[CH:13][CH:12]=[CH:11][CH:10]=2)[CH:6]=[CH:5][C:4]([NH2:7])=[C:3]([NH2:8])[CH:2]=1.CO.O.[N:18]#[C:19]Br. The catalyst is C1COCC1. (3) The reactants are FC(F)(F)C(O)=O.[CH:8]1([CH2:11][CH2:12][NH:13][C:14]2[N:22]=[C:21]3[C:17]([N:18]=[C:19]([O:23][CH3:24])[NH:20]3)=[C:16]([NH2:25])[N:15]=2)[CH2:10][CH2:9]1.C(=O)([O-])[O-].[K+].[K+].CS(O[CH2:37][CH:38]1[CH2:42][CH2:41][O:40][CH2:39]1)(=O)=O. The catalyst is CN(C)C=O.C(OCC)(=O)C. The product is [CH:8]1([CH2:11][CH2:12][NH:13][C:14]2[N:22]=[C:21]3[C:17]([N:18]=[C:19]([O:23][CH3:24])[N:20]3[CH2:37][CH:38]3[CH2:42][CH2:41][O:40][CH2:39]3)=[C:16]([NH2:25])[N:15]=2)[CH2:10][CH2:9]1. The yield is 0.840. (4) The reactants are [F:1][C:2]1[CH:3]=[C:4]([C:22]2[C:23]([C:28]#[N:29])=[CH:24][CH:25]=[CH:26][CH:27]=2)[CH:5]=[CH:6][C:7]=1[CH2:8][C:9]1[C:10](=[O:21])[NH:11][C:12]2[N:13]([N:18]=[CH:19][N:20]=2)[C:14]=1[CH2:15][CH2:16][CH3:17].[CH3:30][CH:31]([O:33][C:34]1[CH:39]=[CH:38][C:37](B(O)O)=[CH:36][CH:35]=1)[CH3:32].C(N(CC)CC)C.N1C=CC=CC=1. The catalyst is ClCCl.C(OCC)(=O)C.C([O-])(=O)C.[Cu+2].C([O-])(=O)C. The product is [F:1][C:2]1[CH:3]=[C:4]([C:22]2[C:23]([C:28]#[N:29])=[CH:24][CH:25]=[CH:26][CH:27]=2)[CH:5]=[CH:6][C:7]=1[CH2:8][C:9]1[C:10](=[O:21])[N:11]([C:37]2[CH:38]=[CH:39][C:34]([O:33][CH:31]([CH3:32])[CH3:30])=[CH:35][CH:36]=2)[C:12]2[N:13]([N:18]=[CH:19][N:20]=2)[C:14]=1[CH2:15][CH2:16][CH3:17]. The yield is 1.00. (5) The reactants are O.[Cl:2][C:3]1[CH:4]=[C:5]([C:12]2[S:16][C:15]([C:17]3([OH:21])[CH2:20][CH2:19][CH2:18]3)=[N:14][CH:13]=2)[CH:6]=[C:7]([N+:9]([O-])=O)[CH:8]=1.[Cl-].[NH4+]. The catalyst is [Fe].C(O)C. The yield is 0.830. The product is [NH2:9][C:7]1[CH:6]=[C:5]([C:12]2[S:16][C:15]([C:17]3([OH:21])[CH2:20][CH2:19][CH2:18]3)=[N:14][CH:13]=2)[CH:4]=[C:3]([Cl:2])[CH:8]=1.